Dataset: Catalyst prediction with 721,799 reactions and 888 catalyst types from USPTO. Task: Predict which catalyst facilitates the given reaction. Reactant: [F:1][C:2]1[CH:7]=[C:6]([O:8][CH3:9])[CH:5]=[CH:4][C:3]=1[OH:10].Br[C:12]1[CH:20]=[C:19]([F:21])[C:18]([Br:22])=[CH:17][C:13]=1[C:14]([OH:16])=[O:15].C(OCC)(=O)C.C(=O)([O-])[O-].[Cs+].[Cs+]. Product: [Br:22][C:18]1[C:19]([F:21])=[CH:20][C:12]([O:10][C:3]2[CH:4]=[CH:5][C:6]([O:8][CH3:9])=[CH:7][C:2]=2[F:1])=[C:13]([CH:17]=1)[C:14]([OH:16])=[O:15]. The catalyst class is: 11.